From a dataset of Reaction yield outcomes from USPTO patents with 853,638 reactions. Predict the reaction yield, written as a fraction of the theoretical maximum amount of product (1.0 means a 100% yield; for example, 0.34 means a 34% yield). (1) The reactants are [CH3:1][C:2]1[C:6]([CH2:7][N:8]2[CH:12]=[C:11]([N:13]3[C:17](=[O:18])[N:16]([CH3:19])[NH:15][C:14]3=[O:20])[CH:10]=[N:9]2)=[C:5]([CH3:21])[O:4][N:3]=1.C(N(CC)CC)C.[CH2:29](Br)[C:30]1[CH:35]=[CH:34][CH:33]=[CH:32][CH:31]=1. The catalyst is C(#N)C. The product is [CH2:29]([N:15]1[C:14](=[O:20])[N:13]([C:11]2[CH:10]=[N:9][N:8]([CH2:7][C:6]3[C:2]([CH3:1])=[N:3][O:4][C:5]=3[CH3:21])[CH:12]=2)[C:17](=[O:18])[N:16]1[CH3:19])[C:30]1[CH:35]=[CH:34][CH:33]=[CH:32][CH:31]=1. The yield is 0.200. (2) The reactants are [CH2:1]([C:6]1[S:7][C:8]2[N:9]=[C:10]([NH2:21])[N:11]=[C:12]([N:15]3[CH2:20][CH2:19][NH:18][CH2:17][CH2:16]3)[C:13]=2[N:14]=1)[CH2:2][CH2:3][CH2:4][CH3:5].[CH3:22][O:23][C:24]1[CH:34]=[CH:33][C:27]([O:28][CH2:29][C:30](O)=[O:31])=[CH:26][CH:25]=1. No catalyst specified. The product is [NH2:21][C:10]1[N:11]=[C:12]([N:15]2[CH2:20][CH2:19][N:18]([C:30](=[O:31])[CH2:29][O:28][C:27]3[CH:33]=[CH:34][C:24]([O:23][CH3:22])=[CH:25][CH:26]=3)[CH2:17][CH2:16]2)[C:13]2[N:14]=[C:6]([CH2:1][CH2:2][CH2:3][CH2:4][CH3:5])[S:7][C:8]=2[N:9]=1. The yield is 0.340. (3) The reactants are Cl[C:2]1[CH:7]=[C:6]([C:8]2[CH:12]=[C:11]([C:13]3[N:17]=[CH:16][NH:15][N:14]=3)[N:10]([C:18]3[CH:23]=[CH:22][CH:21]=[CH:20][C:19]=3[Cl:24])[N:9]=2)[CH:5]=[CH:4][N:3]=1.[C:25]([NH2:28])(=[O:27])[CH3:26].CC1(C)C2C(=C(P(C3C=CC=CC=3)C3C=CC=CC=3)C=CC=2)OC2C(P(C3C=CC=CC=3)C3C=CC=CC=3)=CC=CC1=2.C(=O)([O-])[O-].[Cs+].[Cs+]. The catalyst is O1CCOCC1.C1C=CC(/C=C/C(/C=C/C2C=CC=CC=2)=O)=CC=1.C1C=CC(/C=C/C(/C=C/C2C=CC=CC=2)=O)=CC=1.C1C=CC(/C=C/C(/C=C/C2C=CC=CC=2)=O)=CC=1.[Pd].[Pd]. The product is [Cl:24][C:19]1[CH:20]=[CH:21][CH:22]=[CH:23][C:18]=1[N:10]1[C:11]([C:13]2[N:17]=[CH:16][NH:15][N:14]=2)=[CH:12][C:8]([C:6]2[CH:5]=[CH:4][N:3]=[C:2]([NH:28][C:25](=[O:27])[CH3:26])[CH:7]=2)=[N:9]1. The yield is 0.200. (4) The reactants are [CH3:1][O:2][C:3](=[O:17])[C:4]1[CH:9]=[CH:8][C:7]([NH:10][CH2:11][CH2:12][OH:13])=[C:6]([N+:14]([O-])=O)[CH:5]=1. The catalyst is CO.[Pd]. The product is [CH3:1][O:2][C:3](=[O:17])[C:4]1[CH:9]=[CH:8][C:7]([NH:10][CH2:11][CH2:12][OH:13])=[C:6]([NH2:14])[CH:5]=1. The yield is 0.990. (5) The reactants are [Br:1][C:2]1[C:7](=[O:8])[N:6]([CH2:9][C:10]([O:12]CC)=[O:11])[N:5]=[CH:4][C:3]=1[NH:15][C@@H:16]1[CH2:21][C@@H:20]2[CH2:22][C@@H:18]([C:19]2([CH3:24])[CH3:23])[C@H:17]1[CH3:25].[OH-].[Na+].C(OCC)(=O)C. The catalyst is O1CCOCC1. The product is [Br:1][C:2]1[C:7](=[O:8])[N:6]([CH2:9][C:10]([OH:12])=[O:11])[N:5]=[CH:4][C:3]=1[NH:15][C@@H:16]1[CH2:21][C@@H:20]2[CH2:22][C@@H:18]([C:19]2([CH3:24])[CH3:23])[C@H:17]1[CH3:25]. The yield is 0.940. (6) The reactants are [C:1]([NH2:5])([CH3:4])([CH3:3])[CH3:2].[Cl:6][CH2:7][CH2:8][CH2:9][S:10](Cl)(=[O:12])=[O:11]. The catalyst is C1COCC1. The product is [C:1]([NH:5][S:10]([CH2:9][CH2:8][CH2:7][Cl:6])(=[O:12])=[O:11])([CH3:4])([CH3:3])[CH3:2]. The yield is 0.990.